From a dataset of Full USPTO retrosynthesis dataset with 1.9M reactions from patents (1976-2016). Predict the reactants needed to synthesize the given product. (1) Given the product [F:1][CH:2]([F:13])[O:3][C:4]1[CH:9]=[CH:8][C:7]([C:10]#[C:11][C:27]2[CH:32]=[CH:31][C:30]([F:33])=[C:29]([O:34][CH2:35][CH3:36])[CH:28]=2)=[CH:6][C:5]=1[CH3:12], predict the reactants needed to synthesize it. The reactants are: [F:1][CH:2]([F:13])[O:3][C:4]1[CH:9]=[CH:8][C:7]([C:10]#[CH:11])=[CH:6][C:5]=1[CH3:12].CN(C=O)C.CCN(CC)CC.Br[C:27]1[CH:32]=[CH:31][C:30]([F:33])=[C:29]([O:34][CH2:35][CH3:36])[CH:28]=1. (2) The reactants are: [F:1][CH:2]([F:25])[C:3]1[N:8]2[N:9]=[CH:10][C:11]([C:12](O)=[O:13])=[C:7]2[N:6]=[C:5]([C:15]2[CH:20]=[CH:19][C:18]([C:21]([F:24])([F:23])[F:22])=[CH:17][CH:16]=2)[CH:4]=1.[OH:26][CH2:27][C:28]([NH:32][S:33]([C:36]1[S:40][C:39]([NH2:41])=[N:38][C:37]=1[CH3:42])(=[O:35])=[O:34])([CH2:30][OH:31])[CH3:29]. Given the product [OH:31][CH2:30][C:28]([NH:32][S:33]([C:36]1[S:40][C:39]([NH:41][C:12]([C:11]2[CH:10]=[N:9][N:8]3[C:3]([CH:2]([F:25])[F:1])=[CH:4][C:5]([C:15]4[CH:16]=[CH:17][C:18]([C:21]([F:23])([F:22])[F:24])=[CH:19][CH:20]=4)=[N:6][C:7]=23)=[O:13])=[N:38][C:37]=1[CH3:42])(=[O:35])=[O:34])([CH2:27][OH:26])[CH3:29], predict the reactants needed to synthesize it. (3) The reactants are: O[CH2:2][C:3]1[N:8]([C:9]2[CH:14]=[CH:13][CH:12]=[CH:11][C:10]=2[OH:15])[N:7]=[C:6]([C:16]2[N:20]([C:21]3[CH:26]=[CH:25][CH:24]=[CH:23][CH:22]=3)[N:19]=[CH:18][CH:17]=2)[C:5](=[O:27])[CH:4]=1.C1(P(C2C=CC=CC=2)C2C=CC=CC=2)C=CC=CC=1.CC(OC(/N=N/C(OC(C)C)=O)=O)C.C1(C)C=CC=CC=1.C(=O)([O-])O.[Na+]. Given the product [C:21]1([N:20]2[C:16]([C:6]3[C:5](=[O:27])[CH:4]=[C:3]4[CH2:2][O:15][C:10]5[CH:11]=[CH:12][CH:13]=[CH:14][C:9]=5[N:8]4[N:7]=3)=[CH:17][CH:18]=[N:19]2)[CH:26]=[CH:25][CH:24]=[CH:23][CH:22]=1, predict the reactants needed to synthesize it.